From a dataset of Peptide-MHC class II binding affinity with 134,281 pairs from IEDB. Regression. Given a peptide amino acid sequence and an MHC pseudo amino acid sequence, predict their binding affinity value. This is MHC class II binding data. (1) The peptide sequence is EKVYTMDGEYRLRGEERK. The MHC is DRB1_0301 with pseudo-sequence DRB1_0301. The binding affinity (normalized) is 0.0694. (2) The MHC is DRB1_1101 with pseudo-sequence DRB1_1101. The peptide sequence is GELQIVDKIDAPFKI. The binding affinity (normalized) is 0.558.